This data is from Catalyst prediction with 721,799 reactions and 888 catalyst types from USPTO. The task is: Predict which catalyst facilitates the given reaction. (1) Product: [CH2:1]([O:8][C:9](=[O:31])[C@@H:10]([NH:23][C:24]([O:26][C:27]([CH3:30])([CH3:29])[CH3:28])=[O:25])[CH2:11][CH2:12][C:13]1[N:21]([CH2:32][CH2:33][CH2:34][CH2:35][CH2:36][CH2:37][CH2:38][CH3:39])[C:16]2[CH:17]=[CH:18][CH:19]=[CH:20][C:15]=2[N:14]=1)[C:2]1[CH:7]=[CH:6][CH:5]=[CH:4][CH:3]=1. The catalyst class is: 68. Reactant: [CH2:1]([O:8][C:9](=[O:31])[C@@H:10]([NH:23][C:24]([O:26][C:27]([CH3:30])([CH3:29])[CH3:28])=[O:25])[CH2:11][CH2:12][C:13](=O)[NH:14][C:15]1[CH:20]=[CH:19][CH:18]=[CH:17][C:16]=1[NH2:21])[C:2]1[CH:7]=[CH:6][CH:5]=[CH:4][CH:3]=1.[CH3:32][CH2:33][CH2:34][CH2:35][CH2:36][CH2:37][CH2:38][CH:39]=O.C(O[BH-](OC(=O)C)OC(=O)C)(=O)C.[Na+].[OH-].[Na+]. (2) Reactant: [CH2:1]([O:3][C:4](=[O:23])[CH2:5][C:6]([N:8]1[CH2:12][CH2:11][CH2:10][N:9]1[C:13]([C:15]1[CH:20]=[CH:19][N:18]=[C:17]([S:21][CH3:22])[N:16]=1)=O)=[O:7])[CH3:2].N12CCCN=C1CCCCC2. Product: [CH2:1]([O:3][C:4]([C:5]1[C:6](=[O:7])[N:8]2[CH2:12][CH2:11][CH2:10][N:9]2[C:13]=1[C:15]1[CH:20]=[CH:19][N:18]=[C:17]([S:21][CH3:22])[N:16]=1)=[O:23])[CH3:2]. The catalyst class is: 18.